Task: Predict which catalyst facilitates the given reaction.. Dataset: Catalyst prediction with 721,799 reactions and 888 catalyst types from USPTO Reactant: [BH4-].[Na+].[CH2:3]([NH:10][C:11]1[CH2:16][CH2:15][C:14]([F:18])([F:17])[CH2:13][C:12]=1[C:19]([O:21][CH2:22][CH3:23])=[O:20])[C:4]1[CH:9]=[CH:8][CH:7]=[CH:6][CH:5]=1. Product: [CH2:3]([NH:10][C@H:11]1[CH2:16][CH2:15][C:14]([F:17])([F:18])[CH2:13][C@H:12]1[C:19]([O:21][CH2:22][CH3:23])=[O:20])[C:4]1[CH:5]=[CH:6][CH:7]=[CH:8][CH:9]=1. The catalyst class is: 52.